Dataset: Forward reaction prediction with 1.9M reactions from USPTO patents (1976-2016). Task: Predict the product of the given reaction. (1) Given the reactants [CH2:1]([O:3][C:4](=[O:29])[CH2:5][CH:6]([C:8]1[CH:13]=[CH:12][N:11]=[C:10]([O:14][CH2:15][CH:16]2[CH2:21][CH2:20][N:19]([C:22]([O:24][C:25]([CH3:28])([CH3:27])[CH3:26])=[O:23])[CH2:18][CH2:17]2)[CH:9]=1)[OH:7])[CH3:2].I[CH3:31], predict the reaction product. The product is: [CH2:1]([O:3][C:4](=[O:29])[CH2:5][CH:6]([C:8]1[CH:13]=[CH:12][N:11]=[C:10]([O:14][CH2:15][CH:16]2[CH2:21][CH2:20][N:19]([C:22]([O:24][C:25]([CH3:28])([CH3:27])[CH3:26])=[O:23])[CH2:18][CH2:17]2)[CH:9]=1)[O:7][CH3:31])[CH3:2]. (2) Given the reactants [F:1][C:2]([F:7])([F:6])[C:3]([OH:5])=[O:4].[F:8][C:9]1[CH:14]=[CH:13][CH:12]=[CH:11][C:10]=1[C:15]1[N:20]=[CH:19][C:18]([O:21][CH2:22][C:23]([OH:25])=O)=[CH:17][CH:16]=1.[NH:26]1[CH2:31][CH2:30][CH2:29][CH2:28][CH2:27]1, predict the reaction product. The product is: [F:1][C:2]([F:7])([F:6])[C:3]([OH:5])=[O:4].[F:8][C:9]1[CH:14]=[CH:13][CH:12]=[CH:11][C:10]=1[C:15]1[N:20]=[CH:19][C:18]([O:21][CH2:22][C:23]([N:26]2[CH2:31][CH2:30][CH2:29][CH2:28][CH2:27]2)=[O:25])=[CH:17][CH:16]=1. (3) Given the reactants [NH2:1][C:2]1[CH:7]=[CH:6][C:5]([C:8]2[S:9][C:10]3[CH:16]=[C:15]([CH3:17])[CH:14]=[CH:13][C:11]=3[N:12]=2)=[CH:4][CH:3]=1.[O:18]1[CH:22]=[CH:21][CH:20]=[C:19]1[C:23](Cl)=[O:24].C(N(CC)CC)C, predict the reaction product. The product is: [O:18]1[CH:22]=[CH:21][CH:20]=[C:19]1[C:23]([NH:1][C:2]1[CH:3]=[CH:4][C:5]([C:8]2[S:9][C:10]3[CH:16]=[C:15]([CH3:17])[CH:14]=[CH:13][C:11]=3[N:12]=2)=[CH:6][CH:7]=1)=[O:24]. (4) Given the reactants [Br:1][C:2]1[CH:14]=[CH:13][C:12]([C:15](O)=[O:16])=[C:11]2[C:3]=1[C:4]1[CH2:5][CH2:6][CH:7]([C:18]([O:20][CH2:21][CH3:22])=[O:19])[CH2:8][C:9]=1[NH:10]2.C(Cl)CCl.C1C=CC2N(O)N=[N:33]C=2C=1.[OH-].[NH4+], predict the reaction product. The product is: [Br:1][C:2]1[CH:14]=[CH:13][C:12]([C:15](=[O:16])[NH2:33])=[C:11]2[C:3]=1[C:4]1[CH2:5][CH2:6][CH:7]([C:18]([O:20][CH2:21][CH3:22])=[O:19])[CH2:8][C:9]=1[NH:10]2.